The task is: Predict the reactants needed to synthesize the given product.. This data is from Full USPTO retrosynthesis dataset with 1.9M reactions from patents (1976-2016). Given the product [Br:1][C:2]1[CH:3]=[C:4]2[C:8](=[CH:9][C:10]=1[N+:11]([O-:13])=[O:12])[NH:7][N:6]=[C:5]2[I:14], predict the reactants needed to synthesize it. The reactants are: [Br:1][C:2]1[CH:3]=[C:4]2[C:8](=[CH:9][C:10]=1[N+:11]([O-:13])=[O:12])[NH:7][N:6]=[CH:5]2.[I:14]I.[OH-].[K+].S([O-])([O-])(=O)=S.[Na+].[Na+].